This data is from Full USPTO retrosynthesis dataset with 1.9M reactions from patents (1976-2016). The task is: Predict the reactants needed to synthesize the given product. (1) Given the product [ClH:21].[CH3:1][O:2][C:3]([CH:5]1[CH2:9][CH2:8][CH:7]([CH2:10][CH2:11][CH2:12][NH2:13])[O:6]1)=[O:4], predict the reactants needed to synthesize it. The reactants are: [CH3:1][O:2][C:3]([CH:5]1[CH2:9][CH2:8][CH:7]([CH2:10][CH2:11][CH2:12][NH:13]C(OC(C)(C)C)=O)[O:6]1)=[O:4].[ClH:21].COC(C1OC(CCCN)=CC=1)=O. (2) Given the product [CH:1]1[C:13]2[CH:12]([CH2:14][O:15][C:16](=[O:17])[NH:18][C@H:19]3[CH2:24][CH2:23][CH2:22][CH2:21][C@@H:20]3[CH2:25][OH:26])[C:11]3[C:6](=[CH:7][CH:8]=[CH:9][CH:10]=3)[C:5]=2[CH:4]=[CH:3][CH:2]=1, predict the reactants needed to synthesize it. The reactants are: [CH:1]1[C:13]2[CH:12]([CH2:14][O:15][C:16]([NH:18][C@H:19]3[CH2:24][CH2:23][CH2:22][CH2:21][C@@H:20]3[C:25](O)=[O:26])=[O:17])[C:11]3[C:6](=[CH:7][CH:8]=[CH:9][CH:10]=3)[C:5]=2[CH:4]=[CH:3][CH:2]=1.CCN(CC)CC.ClC(OC(C)C)=O.[BH4-].[Na+]. (3) The reactants are: [F:1][C:2]1[CH:3]=[C:4]([CH:13]([NH:17][C:18]([C:20]2[N:21]=[C:22]([N:27]3[CH2:31][CH2:30][CH2:29][CH2:28]3)[NH:23][C:24](=[O:26])[CH:25]=2)=[O:19])[CH2:14][O:15][CH3:16])[CH:5]=[CH:6][C:7]=1[O:8][C:9]([F:12])([F:11])[F:10]. Given the product [F:1][C:2]1[CH:3]=[C:4]([C@@H:13]([NH:17][C:18]([C:20]2[N:21]=[C:22]([N:27]3[CH2:31][CH2:30][CH2:29][CH2:28]3)[NH:23][C:24](=[O:26])[CH:25]=2)=[O:19])[CH2:14][O:15][CH3:16])[CH:5]=[CH:6][C:7]=1[O:8][C:9]([F:10])([F:12])[F:11], predict the reactants needed to synthesize it. (4) Given the product [O:26]=[C:12]1[N:11]2[CH2:27][C@H:8]([O:7][C:2](=[O:3])[NH:1][CH2:4][CH2:5][CH3:6])[CH2:9][C@H:10]2[CH2:14][N:13]1[C:15]1[CH:20]=[CH:19][C:18]([O:21][C:22]([F:25])([F:23])[F:24])=[CH:17][CH:16]=1, predict the reactants needed to synthesize it. The reactants are: [N:1]([CH2:4][CH2:5][CH3:6])=[C:2]=[O:3].[OH:7][C@H:8]1[CH2:27][N:11]2[C:12](=[O:26])[N:13]([C:15]3[CH:20]=[CH:19][C:18]([O:21][C:22]([F:25])([F:24])[F:23])=[CH:17][CH:16]=3)[CH2:14][C@@H:10]2[CH2:9]1.O. (5) The reactants are: [NH2:1][C:2]1[N:7]=[CH:6][N:5]=[C:4]([NH:8][C@H:9]([C:11]2[N:16]([C:17]3[CH:22]=[CH:21][CH:20]=[CH:19][CH:18]=3)[C:15](=[O:23])[C:14]3=[C:24]([CH3:27])[CH:25]=[CH:26][N:13]3[N:12]=2)[CH3:10])[C:3]=1Br.[F:29][C:30]1[CH:35]=[C:34]([F:36])[CH:33]=[CH:32][C:31]=1[S:37]([NH:40][C:41]1[C:42]([O:56][CH3:57])=[N:43][CH:44]=[C:45](B2OC(C)(C)C(C)(C)O2)[CH:46]=1)(=[O:39])=[O:38].C(=O)([O-])[O-].[Cs+].[Cs+]. Given the product [NH2:1][C:2]1[C:3]([C:45]2[CH:46]=[C:41]([NH:40][S:37]([C:31]3[CH:32]=[CH:33][C:34]([F:36])=[CH:35][C:30]=3[F:29])(=[O:39])=[O:38])[C:42]([O:56][CH3:57])=[N:43][CH:44]=2)=[C:4]([NH:8][C@H:9]([C:11]2[N:16]([C:17]3[CH:22]=[CH:21][CH:20]=[CH:19][CH:18]=3)[C:15](=[O:23])[C:14]3=[C:24]([CH3:27])[CH:25]=[CH:26][N:13]3[N:12]=2)[CH3:10])[N:5]=[CH:6][N:7]=1, predict the reactants needed to synthesize it. (6) Given the product [CH3:1][O:2][C:3](=[O:39])[C@@H:4]([N:26]([S:27]([C:30]1[CH:31]=[CH:32][C:33]([N+:36]([O-:38])=[O:37])=[CH:34][CH:35]=1)(=[O:28])=[O:29])[C@H:65]([C:59]1[CH:64]=[CH:63][CH:62]=[CH:61][CH:60]=1)[CH2:66][CH3:67])[CH2:5][C:6]1[CH:25]=[CH:24][C:9]2[O:10][C@@H:11]([C:14]3[CH:15]=[CH:16][C:17]([O:20][C:21](=[O:23])[CH3:22])=[CH:18][CH:19]=3)[CH2:12][O:13][C:8]=2[CH:7]=1, predict the reactants needed to synthesize it. The reactants are: [CH3:1][O:2][C:3](=[O:39])[C@@H:4]([NH:26][S:27]([C:30]1[CH:35]=[CH:34][C:33]([N+:36]([O-:38])=[O:37])=[CH:32][CH:31]=1)(=[O:29])=[O:28])[CH2:5][C:6]1[CH:25]=[CH:24][C:9]2[O:10][C@@H:11]([C:14]3[CH:19]=[CH:18][C:17]([O:20][C:21](=[O:23])[CH3:22])=[CH:16][CH:15]=3)[CH2:12][O:13][C:8]=2[CH:7]=1.C1(P(C2C=CC=CC=2)C2C=CC=CC=2)C=CC=CC=1.[C:59]1([C@H:65](O)[CH2:66][CH3:67])[CH:64]=[CH:63][CH:62]=[CH:61][CH:60]=1.CC(OC(/N=N/C(OC(C)C)=O)=O)C.